This data is from Full USPTO retrosynthesis dataset with 1.9M reactions from patents (1976-2016). The task is: Predict the reactants needed to synthesize the given product. Given the product [F:9][C:7]1([F:10])[O:6][C:5]2[CH:11]=[CH:12][C:2]([NH:1][C:13](=[O:15])[CH3:14])=[CH:3][C:4]=2[O:8]1, predict the reactants needed to synthesize it. The reactants are: [NH2:1][C:2]1[CH:12]=[CH:11][C:5]2[O:6][C:7]([F:10])([F:9])[O:8][C:4]=2[CH:3]=1.[C:13](OC(=O)C)(=[O:15])[CH3:14].